From a dataset of Forward reaction prediction with 1.9M reactions from USPTO patents (1976-2016). Predict the product of the given reaction. (1) Given the reactants [ClH:1].C(OC([N:9]1[CH2:14][CH2:13][N:12]([CH2:15][CH2:16][OH:17])[C:11](=[O:18])[CH2:10]1)=O)(C)(C)C, predict the reaction product. The product is: [ClH:1].[OH:17][CH2:16][CH2:15][N:12]1[CH2:13][CH2:14][NH:9][CH2:10][C:11]1=[O:18]. (2) Given the reactants [CH2:1]([C:3]([C:23]1[CH:28]=[CH:27][C:26]([OH:29])=[C:25]([CH3:30])[CH:24]=1)([C:6]1[CH:11]=[CH:10][C:9]([C:12]#[C:13][CH:14]([OH:21])[C:15]2([CH3:20])[CH2:19][CH2:18][CH2:17][CH2:16]2)=[C:8]([CH3:22])[CH:7]=1)[CH2:4][CH3:5])[CH3:2].C([O-])([O-])=O.[K+].[K+].C1(C)C=CC(S(O[CH2:47][C@@H:48]2[O:52][C:51](=[O:53])[CH2:50][CH2:49]2)(=O)=O)=CC=1, predict the reaction product. The product is: [CH2:1]([C:3]([C:23]1[CH:28]=[CH:27][C:26]([O:29][CH2:47][C@@H:48]2[O:52][C:51](=[O:53])[CH2:50][CH2:49]2)=[C:25]([CH3:30])[CH:24]=1)([C:6]1[CH:11]=[CH:10][C:9]([CH2:12][CH2:13][CH:14]([OH:21])[C:15]2([CH3:20])[CH2:19][CH2:18][CH2:17][CH2:16]2)=[C:8]([CH3:22])[CH:7]=1)[CH2:4][CH3:5])[CH3:2]. (3) The product is: [C:16]([O:20][C:21](=[O:30])[CH2:22][C:23]1[CH:28]=[CH:27][CH:26]=[C:25]([N:3]2[CH2:8][CH2:7][C:6](=[O:9])[CH2:5][CH2:4]2)[CH:24]=1)([CH3:19])([CH3:17])[CH3:18]. Given the reactants Cl.O.[NH:3]1[CH2:8][CH2:7][C:6](=[O:9])[CH2:5][CH2:4]1.C([O-])([O-])=O.[Cs+].[Cs+].[C:16]([O:20][C:21](=[O:30])[CH2:22][C:23]1[CH:28]=[CH:27][CH:26]=[C:25](Br)[CH:24]=1)([CH3:19])([CH3:18])[CH3:17], predict the reaction product. (4) Given the reactants [CH3:1][O:2][C:3]1[CH:18]=[CH:17][C:6]([C:7]([NH:9][C:10]2[C:11]([NH2:16])=[CH:12][CH:13]=[CH:14][CH:15]=2)=[O:8])=[CH:5][CH:4]=1.N1C=CC=CC=1.[CH:25]1[C:34]2[C:29](=[CH:30][CH:31]=[CH:32][CH:33]=2)[CH:28]=[CH:27][C:26]=1[C:35](Cl)=[O:36].Cl, predict the reaction product. The product is: [CH3:1][O:2][C:3]1[CH:4]=[CH:5][C:6]([C:7]([NH:9][C:10]2[C:11]([NH:16][C:35]([C:26]3[CH:27]=[CH:28][C:29]4[C:34](=[CH:33][CH:32]=[CH:31][CH:30]=4)[CH:25]=3)=[O:36])=[CH:12][CH:13]=[CH:14][CH:15]=2)=[O:8])=[CH:17][CH:18]=1. (5) Given the reactants [OH:1][C:2]1[CH:3]=[C:4]([CH:8]=[CH:9][C:10]=1[OH:11])[C:5]([OH:7])=[O:6].[C:12]1([C:19]2[CH:24]=[CH:23][C:22](O)=[CH:21][CH:20]=2)[CH:17]=[CH:16][C:15]([OH:18])=[CH:14][CH:13]=1, predict the reaction product. The product is: [OH:1][C:2]1[CH:3]=[C:4]([CH:8]=[CH:9][C:10]=1[OH:11])[C:5]([O:7][C:22]1[CH:23]=[CH:24][C:19]([C:12]2[CH:17]=[CH:16][C:15]([O:18][C:5](=[O:6])[C:4]3[CH:8]=[CH:9][C:10]([OH:11])=[C:2]([OH:1])[CH:3]=3)=[CH:14][CH:13]=2)=[CH:20][CH:21]=1)=[O:6].